From a dataset of Reaction yield outcomes from USPTO patents with 853,638 reactions. Predict the reaction yield, written as a fraction of the theoretical maximum amount of product (1.0 means a 100% yield; for example, 0.34 means a 34% yield). (1) The yield is 0.820. The product is [F:25][C:26]1[CH:34]=[C:33]([F:35])[CH:32]=[C:31]([F:36])[C:27]=1[C:28]([N:3]([CH2:1][CH3:2])[C:4]1[CH:9]=[CH:8][CH:7]=[C:6]([O:10][CH:11]2[CH2:16][CH2:15][N:14]([CH3:17])[CH2:13][CH2:12]2)[N:5]=1)=[O:29]. The reactants are [CH2:1]([NH:3][C:4]1[CH:9]=[CH:8][CH:7]=[C:6]([O:10][CH:11]2[CH2:16][CH2:15][N:14]([CH3:17])[CH2:13][CH2:12]2)[N:5]=1)[CH3:2].C(N(CC)CC)C.[F:25][C:26]1[CH:34]=[C:33]([F:35])[CH:32]=[C:31]([F:36])[C:27]=1[C:28](Cl)=[O:29]. The catalyst is C1COCC1. (2) The reactants are [F:1][C:2](=[C:10]([F:12])[F:11])[CH2:3][CH2:4][CH:5]([C:8]#[N:9])[C:6]#[N:7].[H-].[Na+].[Cl:15][C:16]1[CH:23]=[C:22]([C:24]([F:27])([F:26])[F:25])[CH:21]=[CH:20][C:17]=1[CH2:18]Br. The catalyst is CN(C)C=O. The product is [Cl:15][C:16]1[CH:23]=[C:22]([C:24]([F:25])([F:26])[F:27])[CH:21]=[CH:20][C:17]=1[CH2:18][C:5]([CH2:4][CH2:3][C:2]([F:1])=[C:10]([F:11])[F:12])([C:6]#[N:7])[C:8]#[N:9]. The yield is 0.450. (3) The reactants are [CH3:1][N:2]([CH3:16])[C:3]1[N:4]=[C:5](O)[C:6]2[C:11]([CH:12]=1)=[CH:10][C:9]([O:13][CH3:14])=[CH:8][CH:7]=2.O=P(Cl)(Cl)[Cl:19]. No catalyst specified. The product is [Cl:19][C:5]1[C:6]2[C:11](=[CH:10][C:9]([O:13][CH3:14])=[CH:8][CH:7]=2)[CH:12]=[C:3]([N:2]([CH3:16])[CH3:1])[N:4]=1. The yield is 0.530. (4) The reactants are [NH:1]1[CH2:5][CH2:4][CH2:3][CH2:2]1.C(N(CC)CC)C.[Br:13][CH2:14][C:15]1[CH:20]=[CH:19][C:18]([S:21](Cl)(=[O:23])=[O:22])=[CH:17][CH:16]=1. The catalyst is ClCCl. The product is [Br:13][CH2:14][C:15]1[CH:16]=[CH:17][C:18]([S:21]([N:1]2[CH2:5][CH2:4][CH2:3][CH2:2]2)(=[O:23])=[O:22])=[CH:19][CH:20]=1. The yield is 0.544. (5) The reactants are [Cl:1][C:2]1[CH:3]=[C:4]2[C:9](=[CH:10][C:11]=1[O:12][C:13]1[CH:18]=[CH:17][C:16]([C:19](=[O:30])[NH:20][CH2:21][CH2:22][C:23]3[CH:28]=[CH:27][C:26]([Cl:29])=[CH:25][CH:24]=3)=[CH:15][C:14]=1[CH3:31])[O:8][CH2:7][CH2:6][CH:5]2[C:32]([O:34]CC)=[O:33].[OH-].[Na+]. The catalyst is C1COCC1.C(O)C. The product is [Cl:1][C:2]1[CH:3]=[C:4]2[C:9](=[CH:10][C:11]=1[O:12][C:13]1[CH:18]=[CH:17][C:16]([C:19](=[O:30])[NH:20][CH2:21][CH2:22][C:23]3[CH:24]=[CH:25][C:26]([Cl:29])=[CH:27][CH:28]=3)=[CH:15][C:14]=1[CH3:31])[O:8][CH2:7][CH2:6][CH:5]2[C:32]([OH:34])=[O:33]. The yield is 0.530. (6) The reactants are C1N=C[N:3](C(N2C=NC=C2)=O)C=1.[NH2:13][C:14]1[C:15]([C:31]([OH:33])=O)=[N:16][C:17]([N:20]2[CH2:25][CH2:24][N:23]([S:26]([CH2:29][CH3:30])(=[O:28])=[O:27])[CH2:22][CH2:21]2)=[CH:18][N:19]=1.O[N:35]=[C:36](N)[C:37]1[CH:42]=[CH:41][CH:40]=[CH:39][CH:38]=1. The catalyst is CN(C=O)C.O. The product is [CH2:29]([S:26]([N:23]1[CH2:22][CH2:21][N:20]([C:17]2[N:16]=[C:15]([C:31]3[O:33][C:36]([C:37]4[CH:42]=[CH:41][CH:40]=[CH:39][CH:38]=4)=[N:35][N:3]=3)[C:14]([NH2:13])=[N:19][CH:18]=2)[CH2:25][CH2:24]1)(=[O:27])=[O:28])[CH3:30]. The yield is 0.300.